Predict the reaction yield, written as a fraction of the theoretical maximum amount of product (1.0 means a 100% yield; for example, 0.34 means a 34% yield). From a dataset of Reaction yield outcomes from USPTO patents with 853,638 reactions. (1) The product is [NH2:16][N:1]1[CH:5]=[CH:4][CH:3]=[C:2]1[C:6]([O:8][CH2:9][CH3:10])=[O:7]. The catalyst is CN(C=O)C.C(OCC)(=O)C. The yield is 0.710. The reactants are [NH:1]1[CH:5]=[CH:4][CH:3]=[C:2]1[C:6]([O:8][CH2:9][CH3:10])=[O:7].[Li+].C[Si]([N-:16][Si](C)(C)C)(C)C.C1(P(ON)(C2C=CC=CC=2)=O)C=CC=CC=1. (2) The reactants are C(O)(C(F)(F)F)=O.C(OC([N:15](C(OC(C)(C)C)=O)[C:16]1[C:21]([C:22]2[O:26][N:25]=[C:24]([C:27]3[CH:32]=[CH:31][C:30]([CH2:33][N:34](C)[C:35](=O)OC(C)(C)C)=[CH:29][C:28]=3[F:43])[CH:23]=2)=[CH:20][C:19]([C:44]2[CH:49]=[CH:48][C:47]([S:50]([CH:53]([CH3:55])[CH3:54])(=[O:52])=[O:51])=[CH:46][N:45]=2)=[CH:18][N:17]=1)=O)(C)(C)C. The catalyst is C(Cl)Cl. The product is [F:43][C:28]1[CH:29]=[C:30]([CH2:33][NH:34][CH3:35])[CH:31]=[CH:32][C:27]=1[C:24]1[CH:23]=[C:22]([C:21]2[C:16]([NH2:15])=[N:17][CH:18]=[C:19]([C:44]3[CH:49]=[CH:48][C:47]([S:50]([CH:53]([CH3:54])[CH3:55])(=[O:51])=[O:52])=[CH:46][N:45]=3)[CH:20]=2)[O:26][N:25]=1. The yield is 0.0700. (3) The reactants are Cl[C:2]1[CH:7]=[C:6]([CH3:8])[C:5]([C:9](=[O:11])[CH3:10])=[C:4]([CH3:12])[CH:3]=1.[O-]P([O-])([O-])=O.[K+].[K+].[K+].[CH2:21]1[O:25][C:24]2[CH:26]=[C:27]([OH:30])[CH:28]=[CH:29][C:23]=2[O:22]1. The catalyst is C1(C)C=CC=CC=1.CC([O-])=O.CC([O-])=O.[Pd+2].C(P(C(C)(C)C)C1C=CC=CC=1C1C(C(C)C)=CC(C(C)C)=CC=1C(C)C)(C)(C)C. The product is [O:22]1[C:23]2[CH:29]=[CH:28][C:27]([O:30][C:2]3[CH:7]=[C:6]([CH3:8])[C:5]([C:9](=[O:11])[CH3:10])=[C:4]([CH3:12])[CH:3]=3)=[CH:26][C:24]=2[O:25][CH2:21]1. The yield is 0.620. (4) The reactants are [C:1]([NH:4][C:5]1[N:10]=[CH:9][C:8]([C:11]2[CH:12]=[N:13][N:14]([CH:16]3[CH2:21][CH2:20][N:19](C(OC(C)(C)C)=O)[CH2:18][CH2:17]3)[CH:15]=2)=[CH:7][C:6]=1[O:29][C@@H:30]([C:32]1[C:37]([Cl:38])=[CH:36][CH:35]=[C:34]([F:39])[C:33]=1[Cl:40])[CH3:31])(=[O:3])[CH3:2].FC(F)(F)C(O)=O.[Na+].C(=O)(O)[O-]. The catalyst is C(Cl)Cl. The product is [Cl:40][C:33]1[C:34]([F:39])=[CH:35][CH:36]=[C:37]([Cl:38])[C:32]=1[C@H:30]([O:29][C:6]1[C:5]([NH:4][C:1](=[O:3])[CH3:2])=[N:10][CH:9]=[C:8]([C:11]2[CH:12]=[N:13][N:14]([CH:16]3[CH2:21][CH2:20][NH:19][CH2:18][CH2:17]3)[CH:15]=2)[CH:7]=1)[CH3:31]. The yield is 0.602. (5) The reactants are [CH3:1][O:2][C:3]1[CH:15]=[C:14]([O:16][CH3:17])[CH:13]=[CH:12][C:4]=1[CH2:5][NH:6][C:7]1[S:11][N:10]=[CH:9][N:8]=1.C[Si](C)(C)[N-][Si](C)(C)C.[Li+].[F:28][C:29]1[CH:34]=[C:33]([F:35])[C:32]([F:36])=[CH:31][C:30]=1[S:37](Cl)(=[O:39])=[O:38]. The catalyst is O1CCCC1. The product is [CH3:1][O:2][C:3]1[CH:15]=[C:14]([O:16][CH3:17])[CH:13]=[CH:12][C:4]=1[CH2:5][N:6]([C:7]1[S:11][N:10]=[CH:9][N:8]=1)[S:37]([C:30]1[CH:31]=[C:32]([F:36])[C:33]([F:35])=[CH:34][C:29]=1[F:28])(=[O:39])=[O:38]. The yield is 0.750. (6) The reactants are [Cl:1][C:2]1[CH:3]=[C:4]([CH:8]2[C:12]([C:15]3[CH:20]=[CH:19][C:18]([Cl:21])=[CH:17][CH:16]=3)([C:13]#[N:14])[CH:11]([CH2:22][C:23]([CH3:26])([CH3:25])[CH3:24])[NH:10][CH:9]2[C:27](O)=[O:28])[CH:5]=[CH:6][CH:7]=1.[C:30]([O:34][C:35](=[O:41])[C@@H:36]([NH2:40])[CH:37]([CH3:39])[CH3:38])([CH3:33])([CH3:32])[CH3:31].CN(C(ON1N=NC2C=CC=NC1=2)=[N+](C)C)C.F[P-](F)(F)(F)(F)F.CCN(C(C)C)C(C)C. The catalyst is C(Cl)Cl. The product is [C:30]([O:34][C:35](=[O:41])[C@@H:36]([NH:40][C:27]([C@H:9]1[C@H:8]([C:4]2[CH:5]=[CH:6][CH:7]=[C:2]([Cl:1])[CH:3]=2)[C@:12]([C:15]2[CH:16]=[CH:17][C:18]([Cl:21])=[CH:19][CH:20]=2)([C:13]#[N:14])[C@H:11]([CH2:22][C:23]([CH3:24])([CH3:25])[CH3:26])[NH:10]1)=[O:28])[CH:37]([CH3:38])[CH3:39])([CH3:32])([CH3:31])[CH3:33]. The yield is 0.324. (7) The reactants are [CH3:1][O:2][C:3]1[CH:4]=[C:5]([C:13]2[CH:14]=[C:15]3[CH2:21][C:20](=[O:22])[N:19](COCC[Si](C)(C)C)[C:16]3=[N:17][CH:18]=2)[CH:6]=[C:7]([O:11][CH3:12])[C:8]=1[O:9][CH3:10].C(=O)([O-])[O-].[Cs+].[Cs+].I[CH2:38][CH2:39][CH2:40][CH2:41]I. The catalyst is CN(C=O)C. The product is [CH3:12][O:11][C:7]1[CH:6]=[C:5]([C:13]2[CH:14]=[C:15]3[C:21]4([CH2:41][CH2:40][CH2:39][CH2:38]4)[C:20](=[O:22])[NH:19][C:16]3=[N:17][CH:18]=2)[CH:4]=[C:3]([O:2][CH3:1])[C:8]=1[O:9][CH3:10]. The yield is 0.510. (8) The reactants are [CH3:1][N:2]1[CH2:7][CH2:6][NH:5][CH2:4][CH2:3]1.[I-].[Na+].C(=O)([O-])[O-].[K+].[K+].[F:16][C:17]1[CH:26]=[CH:25][C:24]([O:27][CH2:28][CH2:29][CH3:30])=[C:23]2[C:18]=1[C:19](=[O:39])[C:20]([C:31]1[CH:36]=[CH:35][C:34]([O:37][CH3:38])=[CH:33][CH:32]=1)=[CH:21][NH:22]2.[C:40]([CH:43](Cl)[CH2:44][NH-:45])([OH:42])=[O:41]. The catalyst is O.CN(C=O)C. The product is [F:16][C:17]1[CH:26]=[CH:25][C:24]([O:27][CH2:28][CH2:29][CH3:30])=[C:23]2[C:18]=1[C:19](=[O:39])[C:20]([C:31]1[CH:32]=[CH:33][C:34]([O:37][CH3:38])=[CH:35][CH:36]=1)=[CH:21][NH:22]2.[C:40]([CH:43]([N:5]1[CH2:6][CH2:7][N:2]([CH3:1])[CH2:3][CH2:4]1)[CH2:44][NH-:45])([OH:42])=[O:41]. The yield is 0.140. (9) The catalyst is C1COCC1.[Ti](Cl)(Cl)(Cl)Cl.[Zn]. The product is [Br:1][C:2]1[CH:7]=[CH:6][C:5]([C:8](=[C:18]2[CH2:23][CH2:22][CH2:21][CH2:20][CH2:19]2)[C:10]2[CH:15]=[CH:14][C:13]([OH:16])=[C:12]([F:17])[CH:11]=2)=[CH:4][CH:3]=1. The reactants are [Br:1][C:2]1[CH:7]=[CH:6][C:5]([C:8]([C:10]2[CH:15]=[CH:14][C:13]([OH:16])=[C:12]([F:17])[CH:11]=2)=O)=[CH:4][CH:3]=1.[C:18]1(=O)[CH2:23][CH2:22][CH2:21][CH2:20][CH2:19]1. The yield is 0.800.